From a dataset of Full USPTO retrosynthesis dataset with 1.9M reactions from patents (1976-2016). Predict the reactants needed to synthesize the given product. (1) Given the product [C:43]([O:42][C:40](=[O:41])[N:39]([CH:22]([C:20]1[CH:19]=[N:18][N:17]([CH2:16][C@@H:12]2[C@H:11]([NH:10][C:9]([O:8][CH2:1][C:2]3[CH:7]=[CH:6][CH:5]=[CH:4][CH:3]=3)=[O:25])[C:14](=[O:15])[NH:13]2)[N:21]=1)[CH3:23])/[C:33](=[N:32]/[C:31]([O:30][C:26]([CH3:29])([CH3:28])[CH3:27])=[O:47])/[N:34]1[CH:38]=[CH:37][CH:36]=[N:35]1)([CH3:46])([CH3:45])[CH3:44], predict the reactants needed to synthesize it. The reactants are: [CH2:1]([O:8][C:9](=[O:25])[NH:10][C@@H:11]1[C:14](=[O:15])[NH:13][C@@H:12]1[CH2:16][N:17]1[N:21]=[C:20]([CH:22](O)[CH3:23])[CH:19]=[N:18]1)[C:2]1[CH:7]=[CH:6][CH:5]=[CH:4][CH:3]=1.[C:26]([O:30][C:31](=[O:47])[NH:32]/[C:33](=[N:39]\[C:40]([O:42][C:43]([CH3:46])([CH3:45])[CH3:44])=[O:41])/[N:34]1[CH:38]=[CH:37][CH:36]=[N:35]1)([CH3:29])([CH3:28])[CH3:27].C1(P(C2C=CC=CC=2)C2C=CC=CC=2)C=CC=CC=1.CC(OC(/N=N/C(OC(C)C)=O)=O)C. (2) Given the product [CH3:2][C:1]1[NH:18][C:19]([C:20]([O:22][CH2:23][CH3:24])=[O:21])=[C:5]2[C:4]=1[C:9](=[O:10])[CH2:8][CH:7]([CH3:11])[CH2:6]2, predict the reactants needed to synthesize it. The reactants are: [C:1]([CH:4]1[C:9](=[O:10])[CH2:8][CH:7]([CH3:11])[CH2:6][C:5]1=O)(=O)[CH3:2].C([O-])(=O)C.[Na+].[NH2:18][CH:19](C(OCC)=O)[C:20]([O:22][CH2:23][CH3:24])=[O:21].Cl.